From a dataset of Forward reaction prediction with 1.9M reactions from USPTO patents (1976-2016). Predict the product of the given reaction. (1) Given the reactants Cl[C:2]1[CH:17]=[CH:16][CH:15]=[C:14]2[C:3]=1[C:4](=[O:18])[C:5]1[C:13]3[C:12]2=[N:11][NH:10][C:9]=3[CH:8]=[CH:7][CH:6]=1.[NH2:19][CH2:20][CH2:21][CH2:22][CH2:23][CH2:24][NH2:25], predict the reaction product. The product is: [NH2:19][CH2:20][CH2:21][CH2:22][CH2:23][CH2:24][NH:25][C:2]1[CH:17]=[CH:16][CH:15]=[C:14]2[C:3]=1[C:4](=[O:18])[C:5]1[C:13]3[C:12]2=[N:11][NH:10][C:9]=3[CH:8]=[CH:7][CH:6]=1. (2) Given the reactants [F:1][C:2]1[CH:3]=[C:4]2[C:9](=[C:10]([NH2:12])[CH:11]=1)[N:8]=[CH:7][CH:6]=[CH:5]2.[F:13][C:14]1[CH:19]=[CH:18][CH:17]=[C:16]([F:20])[C:15]=1[S:21](Cl)(=[O:23])=[O:22], predict the reaction product. The product is: [F:13][C:14]1[CH:19]=[CH:18][CH:17]=[C:16]([F:20])[C:15]=1[S:21]([NH:12][C:10]1[CH:11]=[C:2]([F:1])[CH:3]=[C:4]2[C:9]=1[N:8]=[CH:7][CH:6]=[CH:5]2)(=[O:23])=[O:22]. (3) Given the reactants [N+:1]([C:4]1[CH:12]=[C:11]([C:13]([OH:15])=[O:14])[CH:10]=[CH:9][C:5]=1[C:6]([OH:8])=[O:7])([O-:3])=[O:2].S(=O)(=O)(O)O.O.[CH3:22]O, predict the reaction product. The product is: [CH3:22][O:14][C:13](=[O:15])[C:11]1[CH:10]=[CH:9][C:5]([C:6]([OH:8])=[O:7])=[C:4]([N+:1]([O-:3])=[O:2])[CH:12]=1. (4) Given the reactants [C:1]([O:5][C:6]([N:8]1[CH2:12][CH2:11][CH2:10][C@H:9]1[C:13]1[NH:14][C:15]([C:18]2[CH:19]=[N:20][C:21]([C:24]3[CH:29]=[CH:28][C:27]([C:30]4[NH:31][C:32]([C@@H:35]5[CH2:39][CH2:38][CH2:37][N:36]5C(OCC5C=CC=CC=5)=O)=[N:33][CH:34]=4)=[CH:26][CH:25]=3)=[N:22][CH:23]=2)=[CH:16][N:17]=1)=[O:7])([CH3:4])([CH3:3])[CH3:2].C([O-])([O-])=O.[K+].[K+].O, predict the reaction product. The product is: [C:1]([O:5][C:6]([N:8]1[CH2:12][CH2:11][CH2:10][C@H:9]1[C:13]1[NH:14][C:15]([C:18]2[CH:23]=[N:22][C:21]([C:24]3[CH:29]=[CH:28][C:27]([C:30]4[NH:31][C:32]([C@@H:35]5[CH2:39][CH2:38][CH2:37][NH:36]5)=[N:33][CH:34]=4)=[CH:26][CH:25]=3)=[N:20][CH:19]=2)=[CH:16][N:17]=1)=[O:7])([CH3:4])([CH3:2])[CH3:3]. (5) Given the reactants [OH2:1].[CH3:2][S:3][NH:4][C:5]1[CH:10]=[CH:9][CH:8]=[CH:7][CH:6]=1.[OH:11]O.Cl, predict the reaction product. The product is: [CH3:2][S:3]([NH:4][C:5]1[CH:10]=[CH:9][CH:8]=[CH:7][CH:6]=1)(=[O:11])=[O:1].